This data is from Catalyst prediction with 721,799 reactions and 888 catalyst types from USPTO. The task is: Predict which catalyst facilitates the given reaction. (1) Reactant: Br[C:2]1[C:3](=[O:13])[C:4]2[C:9]([C:10](=[O:12])[CH:11]=1)=[CH:8][CH:7]=[CH:6][CH:5]=2.[CH:14]1([CH2:20][NH2:21])[CH2:19][CH2:18][CH2:17][CH2:16][CH2:15]1. Product: [CH:14]1([CH2:20][NH:21][C:2]2[C:3](=[O:13])[C:4]3[C:9]([C:10](=[O:12])[CH:11]=2)=[CH:8][CH:7]=[CH:6][CH:5]=3)[CH2:19][CH2:18][CH2:17][CH2:16][CH2:15]1. The catalyst class is: 14. (2) Reactant: [Br:1][C:2]1[C:7](=[O:8])[NH:6][C:5]([C:9]([O:11]CC)=O)=[N:4][CH:3]=1.[NH3:14]. The catalyst class is: 8. Product: [Br:1][C:2]1[C:7](=[O:8])[NH:6][C:5]([C:9]([NH2:14])=[O:11])=[N:4][CH:3]=1.